Dataset: Forward reaction prediction with 1.9M reactions from USPTO patents (1976-2016). Task: Predict the product of the given reaction. (1) Given the reactants Cl[C:2]1[N:7]=[C:6]([C:8]2[S:12][C:11]([CH:13]([CH3:15])[CH3:14])=[N:10][C:9]=2[C:16]2[CH:17]=[CH:18][C:19]([F:29])=[C:20]([NH:22][S:23]([CH:26]3[CH2:28][CH2:27]3)(=[O:25])=[O:24])[CH:21]=2)[CH:5]=[CH:4][N:3]=1.[NH2:30][CH2:31][CH2:32][S:33]([CH3:36])(=[O:35])=[O:34], predict the reaction product. The product is: [F:29][C:19]1[CH:18]=[CH:17][C:16]([C:9]2[N:10]=[C:11]([CH:13]([CH3:15])[CH3:14])[S:12][C:8]=2[C:6]2[CH:5]=[CH:4][N:3]=[C:2]([NH:30][CH2:31][CH2:32][S:33]([CH3:36])(=[O:35])=[O:34])[N:7]=2)=[CH:21][C:20]=1[NH:22][S:23]([CH:26]1[CH2:28][CH2:27]1)(=[O:25])=[O:24]. (2) Given the reactants [H-].[H-].[H-].[H-].[Li+].[Al+3].[OH:7][C@H:8]1[CH2:25][CH2:24][C@@:23]2([CH3:26])[C@:10]3([O:28][C@H:11]3[CH2:12][C@@H:13]3[C@@H:22]2[CH2:21][CH2:20][C@@:18]2([CH3:19])[C@H:14]3[CH2:15][CH2:16][C:17]2=[O:27])[CH2:9]1, predict the reaction product. The product is: [CH3:19][C@:18]12[CH2:20][CH2:21][C@H:22]3[C@@H:13]([CH2:12][CH2:11][C@:10]4([OH:28])[C@:23]3([CH3:26])[CH2:24][CH2:25][C@H:8]([OH:7])[CH2:9]4)[C@@H:14]1[CH2:15][CH2:16][C@@H:17]2[OH:27].